This data is from NCI-60 drug combinations with 297,098 pairs across 59 cell lines. The task is: Regression. Given two drug SMILES strings and cell line genomic features, predict the synergy score measuring deviation from expected non-interaction effect. Drug 1: CCC1=CC2CC(C3=C(CN(C2)C1)C4=CC=CC=C4N3)(C5=C(C=C6C(=C5)C78CCN9C7C(C=CC9)(C(C(C8N6C)(C(=O)OC)O)OC(=O)C)CC)OC)C(=O)OC.C(C(C(=O)O)O)(C(=O)O)O. Drug 2: CCCCCOC(=O)NC1=NC(=O)N(C=C1F)C2C(C(C(O2)C)O)O. Cell line: NCI/ADR-RES. Synergy scores: CSS=0.0620, Synergy_ZIP=-1.05, Synergy_Bliss=-1.96, Synergy_Loewe=-1.76, Synergy_HSA=-1.92.